Predict the reactants needed to synthesize the given product. From a dataset of Full USPTO retrosynthesis dataset with 1.9M reactions from patents (1976-2016). (1) Given the product [CH3:3][N:4]1[CH2:8][CH:9]2[C:1](=[O:2])[CH:7]([C@H:6]([CH3:5])[CH2:11][C@H:10]2[CH3:12])[CH2:14]1, predict the reactants needed to synthesize it. The reactants are: [CH2:1]=[O:2].[CH3:3][NH2:4].[CH3:5][CH:6]1[CH2:11][CH:10]([CH3:12])[CH2:9][C:8](=O)[CH2:7]1.[C:14](O)(=O)C. (2) The reactants are: Cl.[NH:2]1[C:6]([CH2:7][CH2:8][C:9]([OH:11])=O)=[CH:5][N:4]=[CH:3]1.[NH2:12][C@@H:13]([CH2:31][O:32][CH2:33][C:34]1[CH:39]=[CH:38][CH:37]=[CH:36][CH:35]=1)[C:14]([NH:16][C:17]1[CH:22]=[CH:21][C:20]([O:23][C:24]2[CH:29]=[CH:28][C:27]([F:30])=[CH:26][CH:25]=2)=[CH:19][CH:18]=1)=[O:15]. Given the product [NH:2]1[C:6]([CH2:7][CH2:8][C:9]([NH:12][C@@H:13]([CH2:31][O:32][CH2:33][C:34]2[CH:35]=[CH:36][CH:37]=[CH:38][CH:39]=2)[C:14]([NH:16][C:17]2[CH:18]=[CH:19][C:20]([O:23][C:24]3[CH:29]=[CH:28][C:27]([F:30])=[CH:26][CH:25]=3)=[CH:21][CH:22]=2)=[O:15])=[O:11])=[CH:5][N:4]=[CH:3]1, predict the reactants needed to synthesize it. (3) Given the product [CH:15]([C:14]1[CH:17]=[C:18]([C:21]([F:22])([F:23])[F:24])[CH:19]=[CH:20][C:13]=1[O:1][C:2]1[CH:3]=[C:4]([CH2:8][C:9]([OH:11])=[O:10])[CH:5]=[CH:6][CH:7]=1)=[O:16], predict the reactants needed to synthesize it. The reactants are: [OH:1][C:2]1[CH:3]=[C:4]([CH2:8][C:9]([OH:11])=[O:10])[CH:5]=[CH:6][CH:7]=1.F[C:13]1[CH:20]=[CH:19][C:18]([C:21]([F:24])([F:23])[F:22])=[CH:17][C:14]=1[CH:15]=[O:16].C(=O)([O-])[O-].[K+].[K+]. (4) Given the product [F:1][C:2]1[CH:7]=[CH:6][C:5]([N:8]2[C:13](=[O:14])[C:12]([O:15][CH2:16][CH2:17][C:18]([OH:21])([CH3:20])[CH3:19])=[C:11]([C:22]3[CH:27]=[CH:26][C:25]([S:28]([NH2:32])(=[O:30])=[O:29])=[CH:24][CH:23]=3)[CH:10]=[N:9]2)=[CH:4][CH:3]=1, predict the reactants needed to synthesize it. The reactants are: [F:1][C:2]1[CH:7]=[CH:6][C:5]([N:8]2[C:13](=[O:14])[C:12]([O:15][CH2:16][CH2:17][C:18]([OH:21])([CH3:20])[CH3:19])=[C:11]([C:22]3[CH:27]=[CH:26][C:25]([S:28](C)(=[O:30])=[O:29])=[CH:24][CH:23]=3)[CH:10]=[N:9]2)=[CH:4][CH:3]=1.[NH3:32].